This data is from Forward reaction prediction with 1.9M reactions from USPTO patents (1976-2016). The task is: Predict the product of the given reaction. (1) Given the reactants [Cl:1][C:2]1[CH:3]=[C:4]([N:22]2[C:27](=[O:28])[NH:26][C:25](=[O:29])[C:24]([C:30]#[N:31])=[N:23]2)[CH:5]=[C:6]([Cl:21])[C:7]=1[O:8][C:9]1[CH:14]=[C:13]([CH:15]([CH3:17])[CH3:16])[C:12](=[O:18])[N:11]([CH2:19]O)[N:10]=1.S(Cl)([Cl:34])=O, predict the reaction product. The product is: [Cl:21][C:6]1[CH:5]=[C:4]([N:22]2[C:27](=[O:28])[NH:26][C:25](=[O:29])[C:24]([C:30]#[N:31])=[N:23]2)[CH:3]=[C:2]([Cl:1])[C:7]=1[O:8][C:9]1[CH:14]=[C:13]([CH:15]([CH3:17])[CH3:16])[C:12](=[O:18])[N:11]([CH2:19][Cl:34])[N:10]=1. (2) Given the reactants [NH2:1][C@@H:2]([CH2:6][CH2:7][CH2:8][N:9]([CH2:23][CH2:24][NH:25][C:26]([O:28][CH2:29][C:30]1[CH:35]=[CH:34][CH:33]=[CH:32][CH:31]=1)=[O:27])[CH2:10][CH2:11][NH:12][C:13]([O:15][CH2:16][C:17]1[CH:22]=[CH:21][CH:20]=[CH:19][CH:18]=1)=[O:14])[C:3]([OH:5])=[O:4].C([O-])([O-])=O.[K+].[K+].[CH3:42][C:43]([O:46][C:47](O[C:47]([O:46][C:43]([CH3:45])([CH3:44])[CH3:42])=[O:48])=[O:48])([CH3:45])[CH3:44], predict the reaction product. The product is: [CH2:16]([O:15][C:13]([NH:12][CH2:11][CH2:10][N:9]([CH2:23][CH2:24][NH:25][C:26]([O:28][CH2:29][C:30]1[CH:31]=[CH:32][CH:33]=[CH:34][CH:35]=1)=[O:27])[CH2:8][CH2:7][CH2:6][C@H:2]([NH:1][C:47]([O:46][C:43]([CH3:45])([CH3:44])[CH3:42])=[O:48])[C:3]([OH:5])=[O:4])=[O:14])[C:17]1[CH:18]=[CH:19][CH:20]=[CH:21][CH:22]=1.